This data is from Forward reaction prediction with 1.9M reactions from USPTO patents (1976-2016). The task is: Predict the product of the given reaction. (1) The product is: [NH2:27][C:3]1[CH:4]=[CH:5][C:6]([O:8][C:9]2[N:10]=[CH:11][N:12]=[C:13]([NH:15][C:16](=[O:17])[N:18]([CH3:26])[CH:19]3[CH2:24][CH2:23][N:22]([CH3:25])[CH2:21][CH2:20]3)[CH:14]=2)=[CH:7][C:2]=1[F:1]. Given the reactants [F:1][C:2]1[CH:7]=[C:6]([O:8][C:9]2[CH:14]=[C:13]([NH:15][C:16]([N:18]([CH3:26])[CH:19]3[CH2:24][CH2:23][N:22]([CH3:25])[CH2:21][CH2:20]3)=[O:17])[N:12]=[CH:11][N:10]=2)[CH:5]=[CH:4][C:3]=1[NH:27]C(=O)OCC1C=CC=CC=1, predict the reaction product. (2) Given the reactants [CH2:1]([S:8]([NH:11][C:12]([CH:14]1[CH2:17][N:16]([C:18]2[C:28]([C:29]#[N:30])=[CH:27][C:21]([C:22]([O:24][CH2:25][CH3:26])=[O:23])=[C:20]([CH2:31]Cl)[N:19]=2)[CH2:15]1)=[O:13])(=[O:10])=[O:9])[C:2]1[CH:7]=[CH:6][CH:5]=[CH:4][CH:3]=1.[SH:33][CH2:34][CH2:35][NH:36][C:37](=[O:39])[CH3:38], predict the reaction product. The product is: [C:37]([NH:36][CH2:35][CH2:34][S:33][CH2:31][C:20]1[N:19]=[C:18]([N:16]2[CH2:17][CH:14]([C:12](=[O:13])[NH:11][S:8]([CH2:1][C:2]3[CH:7]=[CH:6][CH:5]=[CH:4][CH:3]=3)(=[O:10])=[O:9])[CH2:15]2)[C:28]([C:29]#[N:30])=[CH:27][C:21]=1[C:22]([O:24][CH2:25][CH3:26])=[O:23])(=[O:39])[CH3:38]. (3) Given the reactants CC(C1C=C(C(C)C)C(C2C=CC=CC=2P(C2CCCCC2)C2CCCCC2)=C(C(C)C)C=1)C.Br[C:36]1[C:37]([N:56]2[CH2:60][CH2:59][O:58][C:57]2=[O:61])=[CH:38][C:39]2[O:43][C:42]([C:44]3[CH:49]=[CH:48][C:47]([F:50])=[CH:46][CH:45]=3)=[C:41]([C:51]([NH:53][CH3:54])=[O:52])[C:40]=2[CH:55]=1.[F:62][C:63]1[C:64]2[CH:65]=[C:66]3[C:75]4[N:76]=[C:77]([Sn](C)(C)C)[CH:78]=[CH:79][C:74]=4[O:73][CH2:72][N:67]3[C:68]=2[CH:69]=[CH:70][CH:71]=1, predict the reaction product. The product is: [F:62][C:63]1[C:64]2[CH:65]=[C:66]3[C:75]4[N:76]=[C:77]([C:36]5[C:37]([N:56]6[CH2:60][CH2:59][O:58][C:57]6=[O:61])=[CH:38][C:39]6[O:43][C:42]([C:44]7[CH:49]=[CH:48][C:47]([F:50])=[CH:46][CH:45]=7)=[C:41]([C:51]([NH:53][CH3:54])=[O:52])[C:40]=6[CH:55]=5)[CH:78]=[CH:79][C:74]=4[O:73][CH2:72][N:67]3[C:68]=2[CH:69]=[CH:70][CH:71]=1. (4) Given the reactants [Cl:1][CH2:2][C:3]([C:5]1[CH:6]=[CH:7][C:8]2[NH:14][C:13](=[O:15])[CH2:12][CH2:11][CH2:10][C:9]=2[CH:16]=1)=[O:4].C(O)=O.C(N(CC)CC)C, predict the reaction product. The product is: [Cl:1][CH2:2][CH:3]([C:5]1[CH:6]=[CH:7][C:8]2[NH:14][C:13](=[O:15])[CH2:12][CH2:11][CH2:10][C:9]=2[CH:16]=1)[OH:4]. (5) Given the reactants C[O:2][C:3]1[C:4]([CH3:35])=[C:5]([C:26]([O:33]C)=[C:27]([O:31][CH3:32])[C:28]=1[O:29][CH3:30])[CH2:6][C:7]1[CH:8]=[CH:9][C:10]([O:17][CH2:18][C:19]([O:21][C:22]([CH3:25])([CH3:24])[CH3:23])=[O:20])=[C:11]([CH:16]=1)[C:12]([O:14][CH3:15])=[O:13].O=[N+]([O-])[O-].[O-][N+](=O)[O-].[O-][N+](=O)[O-].[O-][N+](=O)[O-].[O-][N+](=O)[O-].[O-][N+](=O)[O-].[Ce+4].[NH4+].[NH4+], predict the reaction product. The product is: [CH3:30][O:29][C:28]1[C:3](=[O:2])[C:4]([CH3:35])=[C:5]([CH2:6][C:7]2[CH:8]=[CH:9][C:10]([O:17][CH2:18][C:19]([O:21][C:22]([CH3:24])([CH3:23])[CH3:25])=[O:20])=[C:11]([CH:16]=2)[C:12]([O:14][CH3:15])=[O:13])[C:26](=[O:33])[C:27]=1[O:31][CH3:32]. (6) Given the reactants C([N+:8]1[CH:17]=[CH:16][C:15]2[C:14]3[N:18]([CH3:33])[C:19]([C:26]4[CH:31]=[CH:30][CH:29]=[CH:28][C:27]=4[CH3:32])=[C:20]([C:21]([O:23][CH2:24][CH3:25])=[O:22])[C:13]=3[CH2:12][CH2:11][C:10]=2[CH:9]=1)C1C=CC=CC=1.[Br-].CC(C)([O-])C.[K+], predict the reaction product. The product is: [CH2:24]([O:23][C:21]([C:20]1[C:13]2[CH2:12][CH2:11][C:10]3[CH:9]=[N:8][CH:17]=[CH:16][C:15]=3[C:14]=2[N:18]([CH3:33])[C:19]=1[C:26]1[CH:31]=[CH:30][CH:29]=[CH:28][C:27]=1[CH3:32])=[O:22])[CH3:25].